Task: Predict the product of the given reaction.. Dataset: Forward reaction prediction with 1.9M reactions from USPTO patents (1976-2016) (1) Given the reactants [CH:1]1([N:4]([CH2:6][C:7]2[CH:12]=[CH:11][CH:10]=[C:9](I)[CH:8]=2)[CH3:5])[CH2:3][CH2:2]1.C(N(CC)CC)C.[CH3:21][Si:22]([C:25]#[CH:26])([CH3:24])[CH3:23], predict the reaction product. The product is: [CH:1]1([N:4]([CH3:5])[CH2:6][C:7]2[CH:12]=[CH:11][CH:10]=[C:9]([C:26]#[C:25][Si:22]([CH3:24])([CH3:23])[CH3:21])[CH:8]=2)[CH2:3][CH2:2]1. (2) The product is: [Br:2][C:3]1[CH:4]=[C:5]([CH:8]=[CH:9][CH:10]=1)[CH2:6][NH:7][C:13](=[NH:21])[CH:14]([O:18][CH2:19][CH3:20])[O:15][CH2:16][CH3:17]. Given the reactants Cl.[Br:2][C:3]1[CH:4]=[C:5]([CH:8]=[CH:9][CH:10]=1)[CH2:6][NH2:7].CO[C:13](=[NH:21])[CH:14]([O:18][CH2:19][CH3:20])[O:15][CH2:16][CH3:17], predict the reaction product. (3) The product is: [CH2:7]([C:8]1[CH:13]=[CH:12][C:11]([B:16]([OH:17])[OH:15])=[CH:10][CH:9]=1)[CH2:6][CH3:5]. Given the reactants [Mg].II.Br[CH2:5][CH2:6][CH2:7][C:8]1[CH:13]=[CH:12][CH:11]=[CH:10][CH:9]=1.C[O:15][B:16](OC)[O:17]C, predict the reaction product. (4) Given the reactants [Br:1][C:2]1[N:3]=[C:4]2[CH:10]=[C:9]([CH3:11])[NH:8][C:5]2=[N:6][CH:7]=1.[H-].[Na+].Cl[CH2:15][O:16][CH2:17][CH2:18][Si:19]([CH3:22])([CH3:21])[CH3:20], predict the reaction product. The product is: [Br:1][C:2]1[N:3]=[C:4]2[CH:10]=[C:9]([CH3:11])[N:8]([CH2:15][O:16][CH2:17][CH2:18][Si:19]([CH3:22])([CH3:21])[CH3:20])[C:5]2=[N:6][CH:7]=1.